Dataset: Reaction yield outcomes from USPTO patents with 853,638 reactions. Task: Predict the reaction yield, written as a fraction of the theoretical maximum amount of product (1.0 means a 100% yield; for example, 0.34 means a 34% yield). (1) The reactants are [CH2:1]([O:3][C:4]1[CH:10]=[CH:9][C:7]([NH2:8])=[C:6]([CH3:11])[CH:5]=1)[CH3:2].[C:12]([O:16][C:17](O[C:17]([O:16][C:12]([CH3:15])([CH3:14])[CH3:13])=[O:18])=[O:18])([CH3:15])([CH3:14])[CH3:13]. The catalyst is C1COCC1. The product is [CH2:1]([O:3][C:4]1[CH:10]=[CH:9][C:7]([NH:8][C:17](=[O:18])[O:16][C:12]([CH3:15])([CH3:14])[CH3:13])=[C:6]([CH3:11])[CH:5]=1)[CH3:2]. The yield is 0.840. (2) The reactants are [CH:1]1([CH2:4][C:5]([CH3:14])([C:8]2[CH:9]=[N:10][CH:11]=[N:12][CH:13]=2)[C:6]#[N:7])[CH2:3][CH2:2]1.C(O)([C:17](F)([F:19])[F:18])=O.C(OO)(C)(C)C.C([O-])(O)=O.[Na+]. The catalyst is C(Cl)Cl.O. The product is [CH:1]1([CH2:4][C:5]([C:8]2[CH:9]=[N:10][C:11]([CH:17]([F:19])[F:18])=[N:12][CH:13]=2)([CH3:14])[C:6]#[N:7])[CH2:3][CH2:2]1. The yield is 0.350. (3) The reactants are [CH3:1][O:2][C:3](=[O:10])[C@@H:4]1[CH2:8][C@@H:7]([OH:9])[CH2:6][NH:5]1.C(=O)(O)[O-].[Na+].[O:16](C(OC(C)(C)C)=O)[C:17]([O:19][C:20]([CH3:23])([CH3:22])[CH3:21])=O. The catalyst is CO. The product is [OH:9][C@H:7]1[CH2:6][N:5]([C:17]([O:19][C:20]([CH3:23])([CH3:22])[CH3:21])=[O:16])[C@H:4]([C:3]([O:2][CH3:1])=[O:10])[CH2:8]1. The yield is 0.860. (4) The reactants are [O:1]1[B:6]2[O:7][CH2:8][C:9]3[CH2:10][O:11][CH:12]=[CH:13][C:4]([C:5]=32)=[CH:3][C@H:2]1[CH2:14][NH:15][C:16](=[O:22])[O:17][C:18]([CH3:21])([CH3:20])[CH3:19].C1C(=O)N([I:30])C(=O)C1. The catalyst is CC(O)=O. The product is [I:30][C:3]1[C@H:2]([CH2:14][NH:15][C:16](=[O:22])[O:17][C:18]([CH3:19])([CH3:21])[CH3:20])[O:1][B:6]2[C:5]3[C:4]=1[CH:13]=[CH:12][O:11][CH2:10][C:9]=3[CH2:8][O:7]2. The yield is 0.470. (5) The reactants are C1[O:18][CH2:17][CH2:16]OCCOCCOCCOCCOC1.COC(CP(=O)(OCC(F)(F)F)OCC(F)(F)F)=O.C[Si]([N-][Si](C)(C)C)(C)C.[K+].[NH2:48][C:49]1[C:54]([CH:55]=O)=[C:53]([C:57]2[CH:62]=[CH:61][CH:60]=[CH:59][C:58]=2[F:63])[N:52]=[C:51]([S:64][CH3:65])[N:50]=1.[NH4+].[Cl-]. The catalyst is C1(C)C=CC=CC=1.C1COCC1.CCOCC. The product is [F:63][C:58]1[CH:59]=[CH:60][CH:61]=[CH:62][C:57]=1[C:53]1[C:54]2[CH:55]=[CH:16][C:17](=[O:18])[NH:48][C:49]=2[N:50]=[C:51]([S:64][CH3:65])[N:52]=1. The yield is 0.910. (6) The reactants are Cl[C:2]1[N:6]([CH2:7][C:8]([O:10][CH2:11][CH3:12])=[O:9])[C:5]2[C:13]([CH:18]([CH2:21][CH3:22])[CH2:19][CH3:20])=[CH:14][CH:15]=[C:16]([Cl:17])[C:4]=2[N:3]=1.[Cl:23][C:24]1[CH:30]=[C:29]([Cl:31])[CH:28]=[CH:27][C:25]=1[NH2:26].C(=O)([O-])O.[Na+]. The catalyst is CN1CCCC1=O. The product is [Cl:17][C:16]1[C:4]2[N:3]=[C:2]([NH:26][C:25]3[CH:27]=[CH:28][C:29]([Cl:31])=[CH:30][C:24]=3[Cl:23])[N:6]([CH2:7][C:8]([O:10][CH2:11][CH3:12])=[O:9])[C:5]=2[C:13]([CH:18]([CH2:21][CH3:22])[CH2:19][CH3:20])=[CH:14][CH:15]=1. The yield is 0.120. (7) The reactants are [CH3:1][C:2]1[N:7]=[C:6]([SH:8])[N:5]=[C:4]([OH:9])[CH:3]=1.C(=O)([O-])[O-].[K+].[K+].Br[CH2:17][C:18]1[C:19]([CH:25]([CH3:27])[CH3:26])=[N:20][CH:21]=[CH:22][C:23]=1[Cl:24]. The catalyst is CN(C=O)C. The product is [Cl:24][C:23]1[CH:22]=[CH:21][N:20]=[C:19]([CH:25]([CH3:26])[CH3:27])[C:18]=1[CH2:17][S:8][C:6]1[N:5]=[C:4]([OH:9])[CH:3]=[C:2]([CH3:1])[N:7]=1. The yield is 0.250.